This data is from Full USPTO retrosynthesis dataset with 1.9M reactions from patents (1976-2016). The task is: Predict the reactants needed to synthesize the given product. (1) Given the product [CH3:1][O:2][C:3]([C:5]1[C:6]([OH:33])=[C:7]2[C:12](=[C:13]([Br:34])[N:14]=1)[N:11]([CH2:15][C:16]1[CH:17]=[CH:18][CH:19]=[CH:20][CH:21]=1)[C:10](=[O:22])[C:9]([C:23]1[CH:24]=[CH:25][C:26]([C:29]([F:32])([F:31])[F:30])=[CH:27][CH:28]=1)=[CH:8]2)=[O:4], predict the reactants needed to synthesize it. The reactants are: [CH3:1][O:2][C:3]([C:5]1[C:6]([OH:33])=[C:7]2[C:12](=[CH:13][N:14]=1)[N:11]([CH2:15][C:16]1[CH:21]=[CH:20][CH:19]=[CH:18][CH:17]=1)[C:10](=[O:22])[C:9]([C:23]1[CH:28]=[CH:27][C:26]([C:29]([F:32])([F:31])[F:30])=[CH:25][CH:24]=1)=[CH:8]2)=[O:4].[Br:34]N1C(=O)CCC1=O. (2) Given the product [CH3:1][C:2]1[NH:6][C:5]2[CH:10]=[CH:11][C:12]3[C@@H:13]([O:31][CH2:32][CH2:33][O:34][CH3:35])[C@H:14]([O:24][C:25](=[O:30])[C:26]([CH3:29])([CH3:27])[CH3:28])[C@@H:15]([C:18]4[CH:23]=[CH:22][CH:21]=[CH:20][CH:19]=4)[O:16][C:17]=3[C:4]=2[N:3]=1, predict the reactants needed to synthesize it. The reactants are: [CH3:1][C:2]1[N:6](C=CC)[C:5]2[CH:10]=[CH:11][C:12]3[C@@H:13]([O:31][CH2:32][CH2:33][O:34][CH3:35])[C@H:14]([O:24][C:25](=[O:30])[C:26]([CH3:29])([CH3:28])[CH3:27])[C@@H:15]([C:18]4[CH:23]=[CH:22][CH:21]=[CH:20][CH:19]=4)[O:16][C:17]=3[C:4]=2[N:3]=1.[Mn]([O-])(=O)(=O)=O.[K+].